This data is from Reaction yield outcomes from USPTO patents with 853,638 reactions. The task is: Predict the reaction yield, written as a fraction of the theoretical maximum amount of product (1.0 means a 100% yield; for example, 0.34 means a 34% yield). (1) The catalyst is CC(O)C.[Pd]. The reactants are [C:1]([NH:4][C@@H:5]1[CH2:10][C@H:9]([N:11]([CH:13]([CH3:15])[CH3:14])[CH3:12])[CH2:8][CH2:7][C@@H:6]1[N:16]1[CH2:20][CH2:19][C@H:18]([NH:21]C(=O)OCC2C=CC=CC=2)[C:17]1=[O:32])(=[O:3])[CH3:2].Cl. The yield is 0.970. The product is [NH2:21][C@H:18]1[CH2:19][CH2:20][N:16]([C@H:6]2[CH2:7][CH2:8][C@@H:9]([N:11]([CH:13]([CH3:15])[CH3:14])[CH3:12])[CH2:10][C@H:5]2[NH:4][C:1](=[O:3])[CH3:2])[C:17]1=[O:32]. (2) The reactants are [CH:1]([C:3]1[C:4]([O:22][CH3:23])=[C:5]([CH:19]=[CH:20][CH:21]=1)[O:6][C:7]1[CH:14]=[C:13]([C:15]([F:18])([F:17])[F:16])[CH:12]=[CH:11][C:8]=1[C:9]#[N:10])=O.CN.[C:26]([BH3-])#[N:27].[Na+].[C:30]([OH:37])(=[O:36])/[CH:31]=[CH:32]/[C:33]([OH:35])=[O:34]. The catalyst is C(OCC)(=O)C.C(O)(=O)C.CO. The product is [C:30]([OH:37])(=[O:36])/[CH:31]=[CH:32]/[C:33]([OH:35])=[O:34].[CH3:23][O:22][C:4]1[C:3]([CH2:1][NH:27][CH3:26])=[CH:21][CH:20]=[CH:19][C:5]=1[O:6][C:7]1[CH:14]=[C:13]([C:15]([F:17])([F:16])[F:18])[CH:12]=[CH:11][C:8]=1[C:9]#[N:10]. The yield is 0.280. (3) The reactants are [O:1]1[CH2:6][CH2:5][N:4]([C:7]2[N:16]=[CH:15][CH:14]=[CH:13][C:8]=2[C:9](OC)=[O:10])[CH2:3][CH2:2]1.[H-].[Al+3].[Li+].[H-].[H-].[H-].O.[OH-].[Na+]. The catalyst is C1COCC1. The product is [O:1]1[CH2:6][CH2:5][N:4]([C:7]2[C:8]([CH2:9][OH:10])=[CH:13][CH:14]=[CH:15][N:16]=2)[CH2:3][CH2:2]1. The yield is 0.710. (4) The reactants are [NH2:1][C:2]1[C:7]([NH2:8])=[CH:6][CH:5]=[CH:4][N:3]=1.[C:9](O)(=[O:13])[C:10](O)=[O:11]. The catalyst is Cl. The product is [NH:8]1[C:10](=[O:11])[C:9](=[O:13])[NH:1][C:2]2[N:3]=[CH:4][CH:5]=[CH:6][C:7]1=2. The yield is 0.890. (5) The reactants are C(OC([N:8]1[CH2:13][CH2:12][N:11]([C:14]2[C:15]3[C:37]([CH:38]4[CH2:40][CH2:39]4)=[CH:36][N:35]=[CH:34][C:16]=3[N:17]=[C:18]([C:20]3[CH:25]=[CH:24][N:23]=[C:22]([NH:26][C:27]4[CH:32]=[CH:31][CH:30]=[CH:29][C:28]=4[F:33])[CH:21]=3)[N:19]=2)[CH2:10][CH2:9]1)=O)(C)(C)C. The catalyst is Cl.O1CCOCC1. The yield is 0.450. The product is [CH:38]1([C:37]2[C:15]3[C:14]([N:11]4[CH2:10][CH2:9][NH:8][CH2:13][CH2:12]4)=[N:19][C:18]([C:20]4[CH:25]=[CH:24][N:23]=[C:22]([NH:26][C:27]5[CH:32]=[CH:31][CH:30]=[CH:29][C:28]=5[F:33])[CH:21]=4)=[N:17][C:16]=3[CH:34]=[N:35][CH:36]=2)[CH2:40][CH2:39]1. (6) The reactants are [CH:1]1[C:10]2[C:5](=[CH:6][C:7]([C:11]3[O:15][C:14]([NH:16][CH2:17][C@@H:18]([NH:30]C(=O)OC(C)(C)C)[CH2:19][C:20]4[CH:25]=[CH:24][C:23]([C:26]([F:29])([F:28])[F:27])=[CH:22][CH:21]=4)=[N:13][N:12]=3)=[CH:8][CH:9]=2)[CH:4]=[CH:3][N:2]=1.C(O)(C(F)(F)F)=O. The catalyst is C(Cl)Cl. The product is [NH2:30][C@@H:18]([CH2:19][C:20]1[CH:25]=[CH:24][C:23]([C:26]([F:27])([F:29])[F:28])=[CH:22][CH:21]=1)[CH2:17][NH:16][C:14]1[O:15][C:11]([C:7]2[CH:6]=[C:5]3[C:10](=[CH:9][CH:8]=2)[CH:1]=[N:2][CH:3]=[CH:4]3)=[N:12][N:13]=1. The yield is 0.630. (7) The reactants are [C:1]([O:7][CH2:8][CH3:9])(=[O:6])[CH2:2][C:3]([O-:5])=O.[O-]CC.[Mg+2].[O-]CC.[Cl:17][C:18]1[N:26]=[C:25]([Cl:27])[CH:24]=[CH:23][C:19]=1C(O)=O.C(OCC)(=O)C. The catalyst is O1CCCC1.CCCCCC. The product is [Cl:27][C:25]1[N:26]=[C:18]([Cl:17])[CH:19]=[CH:23][C:24]=1[C:3]([CH2:2][C:1]([O:7][CH2:8][CH3:9])=[O:6])=[O:5]. The yield is 0.810. (8) The reactants are [N:1]1[CH:2]=[CH:3][N:4]2[CH:9]=[CH:8][CH:7]=[C:6]([CH:10]=[C:11]3[C:19]4[C:14](=[CH:15][CH:16]=[CH:17][CH:18]=4)[C:13](=[O:20])[O:12]3)[C:5]=12. The catalyst is CCOC(C)=O.[Pd]. The product is [N:1]1[CH:2]=[CH:3][N:4]2[CH:9]=[CH:8][CH:7]=[C:6]([CH2:10][CH:11]3[C:19]4[C:14](=[CH:15][CH:16]=[CH:17][CH:18]=4)[C:13](=[O:20])[O:12]3)[C:5]=12. The yield is 0.780. (9) The reactants are [Cl:1][C:2]1[CH:7]=[C:6]([NH:8][C:9]2[C:10]([CH:26]3[CH2:28][CH2:27]3)=[N:11][C:12]([N:17]3[CH2:22][CH2:21][NH:20][C@H:19]([CH:23]4[CH2:25][CH2:24]4)[CH2:18]3)=[C:13]([CH:16]=2)[C:14]#[N:15])[CH:5]=[CH:4][N:3]=1.[O:29]1[CH2:32][CH2:31][C@@H:30]1[CH2:33][C:34](O)=[O:35].CN(C(ON1N=NC2C=CC=NC1=2)=[N+](C)C)C.F[P-](F)(F)(F)(F)F.CCN(C(C)C)C(C)C. The catalyst is CN(C=O)C. The product is [Cl:1][C:2]1[CH:7]=[C:6]([NH:8][C:9]2[C:10]([CH:26]3[CH2:27][CH2:28]3)=[N:11][C:12]([N:17]3[CH2:22][CH2:21][N:20]([C:34](=[O:35])[CH2:33][C@H:30]4[CH2:31][CH2:32][O:29]4)[C@H:19]([CH:23]4[CH2:25][CH2:24]4)[CH2:18]3)=[C:13]([CH:16]=2)[C:14]#[N:15])[CH:5]=[CH:4][N:3]=1. The yield is 0.485.